From a dataset of Reaction yield outcomes from USPTO patents with 853,638 reactions. Predict the reaction yield, written as a fraction of the theoretical maximum amount of product (1.0 means a 100% yield; for example, 0.34 means a 34% yield). (1) The reactants are [Cl:1][C:2]1[C:3]([C:14]2[CH:19]=[CH:18][CH:17]=[CH:16][N:15]=2)=[N:4][C:5]([N:8]2[CH2:13][CH2:12][NH:11][CH2:10][CH2:9]2)=[CH:6][CH:7]=1.[CH3:20][S:21](Cl)(=[O:23])=[O:22].[CH2:25](N(CC)CC)C. The catalyst is C(Cl)Cl.O. The product is [Cl:1][C:2]1[C:3]([C:14]2[CH:19]=[CH:18][CH:17]=[CH:16][N:15]=2)=[N:4][C:5]([N:8]2[CH2:13][CH2:12][N:11]([S:21]([CH:20]=[CH2:25])(=[O:23])=[O:22])[CH2:10][CH2:9]2)=[CH:6][CH:7]=1. The yield is 0.260. (2) The reactants are [CH:1]([N:4]1[C:8]([C:9]2[N:10]=[C:11]3[C:17]4[CH:18]=[CH:19][C:20]([OH:22])=[CH:21][C:16]=4[O:15][CH2:14][CH2:13][N:12]3[CH:23]=2)=[N:7][CH:6]=[N:5]1)([CH3:3])[CH3:2].[CH3:24][O:25][C:26](=[O:32])[CH:27]([CH:29]1[CH2:31][CH2:30]1)O.CC(OC(/N=N/C(OC(C)C)=O)=O)C. The catalyst is O1CCOCC1. The product is [CH3:24][O:25][C:26](=[O:32])[CH:27]([CH:29]1[CH2:31][CH2:30]1)[O:22][C:20]1[CH:19]=[CH:18][C:17]2[C:11]3[N:12]([CH2:13][CH2:14][O:15][C:16]=2[CH:21]=1)[CH:23]=[C:9]([C:8]1[N:4]([CH:1]([CH3:3])[CH3:2])[N:5]=[CH:6][N:7]=1)[N:10]=3. The yield is 0.250. (3) The reactants are [F:1][C:2]1[C:10]([O:11][CH3:12])=[CH:9][CH:8]=[CH:7][C:3]=1[C:4]([OH:6])=O.[NH:13]1[C:17]2[CH:18]=[CH:19][CH:20]=[CH:21][C:16]=2[N:15]=[C:14]1[C:22]1[C:26]([NH2:27])=[CH:25][NH:24][N:23]=1.C(Cl)CCl.C1C=CC2N(O)N=NC=2C=1. The catalyst is CN(C=O)C.O. The product is [NH:15]1[C:16]2[CH:21]=[CH:20][CH:19]=[CH:18][C:17]=2[N:13]=[C:14]1[C:22]1[C:26]([NH:27][C:4](=[O:6])[C:3]2[CH:7]=[CH:8][CH:9]=[C:10]([O:11][CH3:12])[C:2]=2[F:1])=[CH:25][NH:24][N:23]=1. The yield is 0.0800.